This data is from Catalyst prediction with 721,799 reactions and 888 catalyst types from USPTO. The task is: Predict which catalyst facilitates the given reaction. (1) Reactant: [C:1]([O:5][C:6](=[O:22])[C:7]1[CH:12]=[CH:11][C:10]([N+]([O-])=O)=[CH:9][C:8]=1[C:16]1[CH:21]=[CH:20][CH:19]=[CH:18][CH:17]=1)([CH3:4])([CH3:3])[CH3:2].Cl.COC(=O)[C@H:27]([CH2:44][CH2:45][S:46]C)NC(=O)C1C=CC(N)=CC=1C1C=CC=CC=1.[CH3:49][N:50]([CH:52]=O)C. Product: [C:1]([O:5][C:6](=[O:22])[C:7]1[CH:12]=[CH:11][CH:10]=[C:9]([S:46][C:45]2[CH:49]=[N:50][CH:52]=[CH:27][CH:44]=2)[C:8]=1[C:16]1[CH:21]=[CH:20][CH:19]=[CH:18][CH:17]=1)([CH3:4])([CH3:3])[CH3:2]. The catalyst class is: 389. (2) Reactant: C(OC([NH:8][C@H:9]([C:28](=[O:35])[N:29]1[CH2:34][CH2:33][CH2:32][CH2:31][CH2:30]1)[CH2:10][C:11]1[CH:12]=[C:13]([CH2:17][CH2:18][CH2:19]CC(OC(C)(C)C)=O)[CH:14]=[CH:15][CH:16]=1)=O)(C)(C)C.F[C:37](F)(F)[C:38]([OH:40])=[O:39].C(=O)([O-])[O-].[Na+].[Na+].[CH:49]1[C:61]2[CH:60]([CH2:62][O:63][C:64]([O:66]N3C(=O)CCC3=O)=O)[C:59]3[C:54](=[CH:55][CH:56]=[CH:57][CH:58]=3)[C:53]=2[CH:52]=[CH:51][CH:50]=1.Cl. Product: [CH:58]1[C:59]2[CH:60]([CH2:62][O:63][C:64]([NH:8][C@H:9]([C:28](=[O:35])[N:29]3[CH2:34][CH2:33][CH2:32][CH2:31][CH2:30]3)[CH2:10][C:11]3[CH:12]=[C:13]([CH2:17][CH2:18][CH2:19][CH2:37][C:38]([OH:40])=[O:39])[CH:14]=[CH:15][CH:16]=3)=[O:66])[C:61]3[C:53](=[CH:52][CH:51]=[CH:50][CH:49]=3)[C:54]=2[CH:55]=[CH:56][CH:57]=1. The catalyst class is: 2. (3) Product: [Cl:5][C:6]1[CH:22]=[C:21]([Cl:23])[CH:20]=[CH:19][C:7]=1[CH2:8][NH:9][C:10](=[O:18])[C:11]1[CH:16]=[CH:15][N:14]=[C:13]([O:4][CH3:3])[CH:12]=1. The catalyst class is: 80. Reactant: [H-].[Na+].[CH3:3][OH:4].[Cl:5][C:6]1[CH:22]=[C:21]([Cl:23])[CH:20]=[CH:19][C:7]=1[CH2:8][NH:9][C:10](=[O:18])[C:11]1[CH:16]=[CH:15][N:14]=[C:13](F)[CH:12]=1. (4) Reactant: C([O:9][CH2:10][CH2:11][N:12]1[C:20]2[C:19](Cl)=[N:18][CH:17]=[N:16][C:15]=2[CH:14]=[CH:13]1)(=O)C1C=CC=CC=1.[NH2:22][C:23]1[CH:43]=[CH:42][C:26]([O:27][C:28]2[CH:29]=[N:30][C:31]([CH3:41])=[C:32]([CH:40]=2)[C:33]([NH:35][C:36]([CH3:39])([CH3:38])[CH3:37])=[O:34])=[C:25]([Cl:44])[CH:24]=1.C(=O)([O-])O.[Na+]. Product: [C:36]([NH:35][C:33](=[O:34])[C:32]1[CH:40]=[C:28]([O:27][C:26]2[CH:42]=[CH:43][C:23]([NH:22][C:19]3[C:20]4[N:12]([CH2:11][CH2:10][OH:9])[CH:13]=[CH:14][C:15]=4[N:16]=[CH:17][N:18]=3)=[CH:24][C:25]=2[Cl:44])[CH:29]=[N:30][C:31]=1[CH3:41])([CH3:39])([CH3:38])[CH3:37]. The catalyst class is: 32. (5) Reactant: [CH3:1][N:2]([CH3:13])[CH2:3][CH2:4][N:5]1[CH2:9][C:8]([CH3:11])([CH3:10])[NH:7][C:6]1=[O:12].CI.[CH3:16][C:17]([OH:19])=[O:18]. Product: [C:17]([O-:19])(=[O:18])[CH3:16].[CH3:11][C:8]1([CH3:10])[CH2:9][N:5]([CH2:4][CH2:3][N+:2]([CH3:16])([CH3:1])[CH3:13])[C:6](=[O:12])[NH:7]1. The catalyst class is: 5. (6) Reactant: [Na].Cl.[NH2:3][C:4]([NH2:6])=[NH:5].[O-]CC.[Na+].CCO.CN(C)/[CH:16]=[CH:17]/[C:18]([C:20]1[S:24][C:23]([C:25]([NH:27][CH2:28][C:29]2[CH:34]=[CH:33][CH:32]=[C:31]([O:35][CH3:36])[CH:30]=2)=[O:26])=[CH:22][CH:21]=1)=O. Product: [NH2:5][C:4]1[N:6]=[C:18]([C:20]2[S:24][C:23]([C:25]([NH:27][CH2:28][C:29]3[CH:34]=[CH:33][CH:32]=[C:31]([O:35][CH3:36])[CH:30]=3)=[O:26])=[CH:22][CH:21]=2)[CH:17]=[CH:16][N:3]=1. The catalyst class is: 88. (7) Reactant: [CH3:1][CH:2]([CH2:4][C:5]([C:7]1[C:11](=[O:12])[C@@H:10]([CH2:13][CH:14]=[C:15]([CH3:17])[CH3:16])[C@:9]([OH:25])([C:18]([CH2:20][CH:21]=[C:22]([CH3:24])[CH3:23])=[O:19])[C:8]=1[OH:26])=[O:6])[CH3:3].[H][H].S(=O)(=O)(O)O. Product: [CH3:17][CH:15]([CH2:14][CH2:13][C@@H:10]1[C@@:9]([OH:25])([C:18]([CH2:20][CH2:21][CH:22]([CH3:23])[CH3:24])=[O:19])[C:8]([OH:26])=[C:7]([C:5]([CH2:4][CH:2]([CH3:3])[CH3:1])=[O:6])[C:11]1=[O:12])[CH3:16]. The catalyst class is: 19. (8) Reactant: [NH:1]1[CH2:6][CH2:5][CH:4]([N:7]2[CH2:12][CH2:11][CH:10]([N:13]3[C:22](=[O:23])[O:21][CH2:20][C@H:19]4[C@H:14]3[CH2:15][CH2:16][CH2:17][CH2:18]4)[CH2:9][CH2:8]2)[CH2:3][CH2:2]1.C(N(C(C)C)CC)(C)C.[CH3:33][O:34][C:35]1[CH:39]=[CH:38][S:37][C:36]=1[C:40](O)=[O:41].CN(C(ON1N=NC2C=CC=NC1=2)=[N+](C)C)C.F[P-](F)(F)(F)(F)F. Product: [CH3:33][O:34][C:35]1[CH:39]=[CH:38][S:37][C:36]=1[C:40]([N:1]1[CH2:2][CH2:3][CH:4]([N:7]2[CH2:12][CH2:11][CH:10]([N:13]3[C@@H:14]4[C@H:19]([CH2:18][CH2:17][CH2:16][CH2:15]4)[CH2:20][O:21][C:22]3=[O:23])[CH2:9][CH2:8]2)[CH2:5][CH2:6]1)=[O:41]. The catalyst class is: 3. (9) Reactant: CS(O[CH2:6][C@@H:7]1[O:11][C:10](=[O:12])[N:9]([C:13]2[CH:22]=[C:21]3[C:16]([CH:17]=[C:18]([C:24]4[CH:29]=[CH:28][CH:27]=[CH:26][C:25]=4[C:30]([F:33])([F:32])[F:31])[NH:19][C:20]3=[O:23])=[CH:15][CH:14]=2)[CH2:8]1)(=O)=O.[NH:34]1[CH2:39][CH2:38][CH2:37][CH2:36][CH2:35]1. Product: [O:12]=[C:10]1[N:9]([C:13]2[CH:22]=[C:21]3[C:16]([CH:17]=[C:18]([C:24]4[CH:29]=[CH:28][CH:27]=[CH:26][C:25]=4[C:30]([F:31])([F:33])[F:32])[NH:19][C:20]3=[O:23])=[CH:15][CH:14]=2)[CH2:8][C@H:7]([CH2:6][N:34]2[CH2:39][CH2:38][CH2:37][CH2:36][CH2:35]2)[O:11]1. The catalyst class is: 10. (10) Reactant: [Cl:1][C:2]1[CH:3]=[C:4]([C:8]2[N:12]=[C:11]([CH:13]([N:15]([CH:20]3[CH2:22][CH2:21]3)[C:16]([NH:18][CH3:19])=[S:17])[CH3:14])[O:10][N:9]=2)[CH:5]=[CH:6][CH:7]=1.I[CH2:24][CH3:25]. Product: [Cl:1][C:2]1[CH:3]=[C:4]([C:8]2[N:12]=[C:11]([CH:13]([N:15]([CH:20]3[CH2:21][CH2:22]3)[C:16](=[N:18][CH3:19])[S:17][CH2:24][CH3:25])[CH3:14])[O:10][N:9]=2)[CH:5]=[CH:6][CH:7]=1. The catalyst class is: 5.